This data is from NCI-60 drug combinations with 297,098 pairs across 59 cell lines. The task is: Regression. Given two drug SMILES strings and cell line genomic features, predict the synergy score measuring deviation from expected non-interaction effect. (1) Drug 1: CCCS(=O)(=O)NC1=C(C(=C(C=C1)F)C(=O)C2=CNC3=C2C=C(C=N3)C4=CC=C(C=C4)Cl)F. Drug 2: CCC(=C(C1=CC=CC=C1)C2=CC=C(C=C2)OCCN(C)C)C3=CC=CC=C3.C(C(=O)O)C(CC(=O)O)(C(=O)O)O. Cell line: M14. Synergy scores: CSS=47.8, Synergy_ZIP=7.57, Synergy_Bliss=7.62, Synergy_Loewe=-9.92, Synergy_HSA=7.09. (2) Drug 1: C1=CC(=CC=C1C#N)C(C2=CC=C(C=C2)C#N)N3C=NC=N3. Drug 2: CC1C(C(CC(O1)OC2CC(OC(C2O)C)OC3=CC4=CC5=C(C(=O)C(C(C5)C(C(=O)C(C(C)O)O)OC)OC6CC(C(C(O6)C)O)OC7CC(C(C(O7)C)O)OC8CC(C(C(O8)C)O)(C)O)C(=C4C(=C3C)O)O)O)O. Cell line: DU-145. Synergy scores: CSS=22.5, Synergy_ZIP=-0.480, Synergy_Bliss=1.34, Synergy_Loewe=-13.5, Synergy_HSA=-0.425.